This data is from Forward reaction prediction with 1.9M reactions from USPTO patents (1976-2016). The task is: Predict the product of the given reaction. (1) Given the reactants [CH2:1]([Li])[CH2:2][CH2:3][CH3:4].Br[C:7]1[CH:8]=[C:9]([C:13]2[CH:18]=[CH:17][CH:16]=[CH:15][CH:14]=2)[CH:10]=[CH:11][CH:12]=1.O1[CH2:23][CH2:22][CH2:21][CH2:20]1.[N:24]1[C:31](Cl)=[N:30][C:28](Cl)=[N:27][C:25]=1[Cl:26], predict the reaction product. The product is: [Cl:26][C:25]1[N:27]=[C:28]([C:7]2[CH:8]=[C:9]([C:13]3[CH:18]=[CH:17][CH:16]=[CH:15][CH:14]=3)[CH:10]=[CH:11][CH:12]=2)[N:30]=[C:31]([C:1]2[CH:20]=[C:21]([C:22]3[CH:23]=[CH:4][CH:3]=[CH:2][CH:1]=3)[CH:4]=[CH:3][CH:2]=2)[N:24]=1. (2) Given the reactants C1(C)C=CC(S(O[CH:11]([CH3:18])[CH2:12][CH2:13][O:14][C:15](=[O:17])[CH3:16])(=O)=O)=CC=1.[OH:20][C:21]1[CH:26]=[CH:25][C:24]([O:27][C:28]([F:31])([F:30])[F:29])=[CH:23][C:22]=1[C:32]([C:34]1[CH:39]=[CH:38][CH:37]=[CH:36][CH:35]=1)=[O:33].C(=O)([O-])[O-].[Cs+].[Cs+], predict the reaction product. The product is: [C:32]([C:22]1[CH:23]=[C:24]([O:27][C:28]([F:29])([F:30])[F:31])[CH:25]=[CH:26][C:21]=1[O:20][CH:11]([CH3:18])[CH2:12][CH2:13][O:14][C:15](=[O:17])[CH3:16])(=[O:33])[C:34]1[CH:35]=[CH:36][CH:37]=[CH:38][CH:39]=1.